Task: Predict the reactants needed to synthesize the given product.. Dataset: Full USPTO retrosynthesis dataset with 1.9M reactions from patents (1976-2016) (1) Given the product [NH2:27][C@@:4]1([CH2:7][C:8]#[C:9][C:10]2[N:15]=[C:14]([CH3:16])[CH:13]=[C:12]([C:17]3[CH:18]=[CH:19][C:20]([C:23]([F:26])([F:25])[F:24])=[CH:21][CH:22]=3)[N:11]=2)[CH2:5][CH2:6][N:2]([CH3:1])[C:3]1=[O:35], predict the reactants needed to synthesize it. The reactants are: [CH3:1][N:2]1[CH2:6][CH2:5][C@@:4]([NH:27]C(=O)OC(C)(C)C)([CH2:7][C:8]#[C:9][C:10]2[N:15]=[C:14]([CH3:16])[CH:13]=[C:12]([C:17]3[CH:22]=[CH:21][C:20]([C:23]([F:26])([F:25])[F:24])=[CH:19][CH:18]=3)[N:11]=2)[C:3]1=[O:35].S(=O)(=O)(O)O. (2) Given the product [Cl:1][C:2]1[C:3]([Cl:22])=[CH:4][C:5]2[C:6]3[CH2:20][CH2:19][C:18](=[O:21])[C:7]=3[NH:8][C:9]=2[CH:10]=1, predict the reactants needed to synthesize it. The reactants are: [Cl:1][C:2]1[C:3]([Cl:22])=[CH:4][C:5]2[C:6]3[CH2:20][CH2:19][C:18](=[O:21])[C:7]=3[N:8](C(OC(C)(C)C)=O)[C:9]=2[CH:10]=1.C(O)(C(F)(F)F)=O. (3) The reactants are: C[C:2]1[N:6]=[C:5](C2CCCNC2)[O:4][N:3]=1.[C:13]([OH:22])(=[O:21])[C@H:14]([C@@H:16]([C:18]([OH:20])=[O:19])[OH:17])[OH:15].C(#N)C. Given the product [C:18]([C@H:16]([C@@H:14]([C:13]([O-:22])=[O:21])[OH:15])[OH:17])([O-:20])=[O:19].[O:4]1[CH:5]=[N:6][CH:2]=[N:3]1, predict the reactants needed to synthesize it. (4) Given the product [CH3:12][C:4]1[CH:3]=[CH:2][N:7]=[C:6]([C:8]([NH:10][NH2:11])=[O:9])[CH:5]=1, predict the reactants needed to synthesize it. The reactants are: F[C:2]1[N:7]=[C:6]([C:8]([NH:10][NH2:11])=[O:9])[CH:5]=[CH:4][CH:3]=1.[CH3:12]C1C=CN=C(C(O)=O)C=1.FC1N=C(C(O)=O)C=CC=1. (5) Given the product [CH3:30][O:29][CH:3]([O:2][CH3:1])[CH2:4][N:5]1[C:13]2[C:8](=[CH:9][C:10]([N:14]3[CH:19]=[CH:18][C:17]([CH2:20][CH2:21][C:22]4[CH:23]=[CH:24][CH:25]=[CH:26][CH:27]=4)=[CH:16][C:15]3=[O:28])=[CH:11][CH:12]=2)[CH:7]=[N:6]1, predict the reactants needed to synthesize it. The reactants are: [CH3:1][O:2][CH:3]([O:29][CH3:30])[CH2:4][N:5]1[C:13]2[C:8](=[CH:9][C:10]([N:14]3[CH:19]=[CH:18][C:17](/[CH:20]=[CH:21]/[C:22]4[CH:27]=[CH:26][CH:25]=[CH:24][CH:23]=4)=[CH:16][C:15]3=[O:28])=[CH:11][CH:12]=2)[CH:7]=[N:6]1. (6) Given the product [CH2:6]([N:13]1[C:18]2[CH:19]=[C:20]([NH2:23])[CH:21]=[CH:22][C:17]=2[O:16][CH2:15][CH2:14]1)[C:7]1[CH:8]=[CH:9][CH:10]=[CH:11][CH:12]=1, predict the reactants needed to synthesize it. The reactants are: [Cl-].[NH4+].C(O)C.[CH2:6]([N:13]1[C:18]2[CH:19]=[C:20]([N+:23]([O-])=O)[CH:21]=[CH:22][C:17]=2[O:16][CH2:15][CH2:14]1)[C:7]1[CH:12]=[CH:11][CH:10]=[CH:9][CH:8]=1. (7) Given the product [CH3:24][C:21]([O:20][C:18]([N:3]([CH3:2])[CH2:4][CH2:5][CH2:6][C:7]([OH:9])=[O:8])=[O:19])([CH3:22])[CH3:23], predict the reactants needed to synthesize it. The reactants are: Cl.[CH3:2][NH:3][CH2:4][CH2:5][CH2:6][C:7]([OH:9])=[O:8].[CH3:22][C:21]([O:20][C:18](O[C:18]([O:20][C:21]([CH3:24])([CH3:23])[CH3:22])=[O:19])=[O:19])([CH3:24])[CH3:23].CCN(CC)CC. (8) Given the product [Br:1][CH2:2][C:3]1[CH:11]=[CH:10][CH:9]=[CH:8][C:4]=1[C:5]([Cl:14])=[O:6], predict the reactants needed to synthesize it. The reactants are: [Br:1][CH2:2][C:3]1[CH:11]=[CH:10][CH:9]=[CH:8][C:4]=1[C:5](O)=[O:6].S(Cl)([Cl:14])=O. (9) Given the product [Cl:22][C:17]1[CH:16]=[C:15]([C:10]2([O:13][CH3:14])[CH2:11][CH2:12][NH:8][CH2:9]2)[CH:20]=[C:19]([F:21])[CH:18]=1, predict the reactants needed to synthesize it. The reactants are: C([N:8]1[CH2:12][CH2:11][C:10]([C:15]2[CH:20]=[C:19]([F:21])[CH:18]=[C:17]([Cl:22])[CH:16]=2)([O:13][CH3:14])[CH2:9]1)C1C=CC=CC=1.ClC(OC(Cl)C)=O.